From a dataset of CYP2D6 inhibition data for predicting drug metabolism from PubChem BioAssay. Regression/Classification. Given a drug SMILES string, predict its absorption, distribution, metabolism, or excretion properties. Task type varies by dataset: regression for continuous measurements (e.g., permeability, clearance, half-life) or binary classification for categorical outcomes (e.g., BBB penetration, CYP inhibition). Dataset: cyp2d6_veith. (1) The drug is Cc1ccc(-n2ncc3c(=O)n(CC(=O)NCC4CCCO4)cnc32)cc1. The result is 0 (non-inhibitor). (2) The compound is Cc1c(-c2ccccc2)oc2c(C(=O)OCCN3CCCCC3)cccc2c1=O. The result is 1 (inhibitor). (3) The molecule is COc1cccc2c1OC[C@@H](CO)[C@H]2N(C)C(=O)Nc1ccc(Cl)cc1Cl. The result is 1 (inhibitor). (4) The molecule is COc1ccc(-c2nc3cnc(N(C)C)nc3n(C[C@H]3CCCO3)c2=O)cc1. The result is 0 (non-inhibitor). (5) The compound is O=C(c1c(O)c2ccc(Cl)cc2[nH]c1=O)C1CC1. The result is 1 (inhibitor). (6) The drug is Cc1c(NC(=O)OCCNC(=O)Nc2ccccc2)sc(=S)n1C. The result is 1 (inhibitor). (7) The compound is CCC(c1nnnn1CCOC)N1CCN(C(=O)c2ccco2)CC1.Cl. The result is 0 (non-inhibitor). (8) The molecule is C=C(C)[C@@H]1CC=C(C(=O)O)CC1. The result is 0 (non-inhibitor). (9) The drug is Cl.c1ccc(-c2nc(NCc3ccco3)c3oc4ccccc4c3n2)cc1. The result is 0 (non-inhibitor).